Task: Predict the reactants needed to synthesize the given product.. Dataset: Full USPTO retrosynthesis dataset with 1.9M reactions from patents (1976-2016) Given the product [Cl:1][C:2]1[CH:10]=[CH:9][C:8]2[N:7](/[CH:33]=[C:34](/[C:36]3[S:37][CH:38]=[CH:39][CH:40]=3)\[CH3:35])[C:6]3[CH2:11][CH2:12][N:13]([CH3:15])[CH2:14][C:5]=3[C:4]=2[CH:3]=1, predict the reactants needed to synthesize it. The reactants are: [Cl:1][C:2]1[CH:10]=[CH:9][C:8]2[NH:7][C:6]3[CH2:11][CH2:12][N:13]([CH3:15])[CH2:14][C:5]=3[C:4]=2[CH:3]=1.P([O-])([O-])([O-])=O.[K+].[K+].[K+].N1CCC[C@H]1C(O)=O.Br[CH:33]=[C:34]([C:36]1[S:37][CH:38]=[CH:39][CH:40]=1)[CH3:35].